From a dataset of Full USPTO retrosynthesis dataset with 1.9M reactions from patents (1976-2016). Predict the reactants needed to synthesize the given product. (1) Given the product [Br:1][C:2]1[CH:3]=[N:4][C:5]([NH:9][C@H:10]2[CH2:15][CH2:14][C@H:13]([OH:16])[CH2:12][CH2:11]2)=[N:6][CH:7]=1, predict the reactants needed to synthesize it. The reactants are: [Br:1][C:2]1[CH:3]=[N:4][C:5](F)=[N:6][CH:7]=1.[NH2:9][C@H:10]1[CH2:15][CH2:14][C@H:13]([OH:16])[CH2:12][CH2:11]1. (2) Given the product [N:5]1[C:6]2[C:7]3[CH:16]=[CH:15][CH:14]=[CH:13][C:8]=3[CH2:9][CH2:10][C:11]=2[CH:12]=[C:3]([N:1]2[C:17]([NH2:18])=[N:19][C:20]([NH:21][C:22]3[CH:27]=[CH:26][C:25]([N:28]4[CH2:33][CH2:32][CH:31]([N:34]5[CH2:38][CH2:37][CH2:36][CH2:35]5)[CH2:30][CH2:29]4)=[C:24]([F:39])[CH:23]=3)=[N:2]2)[N:4]=1, predict the reactants needed to synthesize it. The reactants are: [NH:1]([C:3]1[N:4]=[N:5][C:6]2[C:7]3[CH:16]=[CH:15][CH:14]=[CH:13][C:8]=3[CH2:9][CH2:10][C:11]=2[CH:12]=1)[NH2:2].[C:17](/[N:19]=[C:20](\OC1C=CC=CC=1)/[NH:21][C:22]1[CH:27]=[CH:26][C:25]([N:28]2[CH2:33][CH2:32][CH:31]([N:34]3[CH2:38][CH2:37][CH2:36][CH2:35]3)[CH2:30][CH2:29]2)=[C:24]([F:39])[CH:23]=1)#[N:18]. (3) Given the product [CH2:1]([N:8]([C:21]1[CH:22]=[CH:23][CH:24]=[CH:25][CH:26]=1)[C:9](=[O:20])[O:10][CH2:11][C:16]1[N:34]([CH2:27][C:28]2[CH:33]=[CH:32][CH:31]=[CH:30][CH:29]=2)[CH:38]=[CH:37][N:36]=1)[C:2]1[CH:3]=[CH:4][CH:5]=[CH:6][CH:7]=1, predict the reactants needed to synthesize it. The reactants are: [CH2:1]([N:8]([C:21]1[CH:26]=[CH:25][CH:24]=[CH:23][CH:22]=1)[C:9](=[O:20])[O:10][C:11]1[CH:16]=CC([N+]([O-])=O)=CC=1)[C:2]1[CH:7]=[CH:6][CH:5]=[CH:4][CH:3]=1.[CH2:27]([N:34]1[CH:38]=[CH:37][N:36]=C1CO)[C:28]1[CH:33]=[CH:32][CH:31]=[CH:30][CH:29]=1.[H-].[Na+]. (4) Given the product [Br:1][C:2]1[CH:11]=[C:10]2[C:5]([CH:6]=[CH:7][N:8]=[CH:9]2)=[CH:4][C:3]=1[O:12][C:14]1[C:23]2[C:18](=[CH:19][C:20]([O:26][CH3:27])=[C:21]([O:24][CH3:25])[CH:22]=2)[N:17]=[CH:16][CH:15]=1, predict the reactants needed to synthesize it. The reactants are: [Br:1][C:2]1[CH:11]=[C:10]2[C:5]([CH:6]=[CH:7][N:8]=[CH:9]2)=[CH:4][C:3]=1[OH:12].Cl[C:14]1[C:23]2[C:18](=[CH:19][C:20]([O:26][CH3:27])=[C:21]([O:24][CH3:25])[CH:22]=2)[N:17]=[CH:16][CH:15]=1.O. (5) Given the product [CH:15]([NH:19][S:2]([C:5]1[CH:6]=[CH:7][C:8]([F:14])=[C:9]([CH:13]=1)[C:10]([OH:12])=[O:11])(=[O:4])=[O:3])([CH2:17][CH3:18])[CH3:16], predict the reactants needed to synthesize it. The reactants are: Cl[S:2]([C:5]1[CH:6]=[CH:7][C:8]([F:14])=[C:9]([CH:13]=1)[C:10]([OH:12])=[O:11])(=[O:4])=[O:3].[CH:15]([NH2:19])([CH2:17][CH3:18])[CH3:16].CCN(C(C)C)C(C)C. (6) Given the product [CH3:31][C:32]1([CH3:44])[O:36][C@H:35]([CH2:37][N:38]2[CH:42]=[CH:41][C:40]([NH:43][C:16](=[O:17])[CH:15]([N:11]3[C:12](=[O:14])[CH:13]=[C:8]([O:7][C:6]4[C:26]([F:29])=[CH:27][CH:28]=[C:4]([O:3][CH2:1][CH3:2])[C:5]=4[F:30])[CH:9]=[N:10]3)[CH2:19][CH:20]3[CH2:21][CH2:22][O:23][CH2:24][CH2:25]3)=[N:39]2)[CH2:34][O:33]1, predict the reactants needed to synthesize it. The reactants are: [CH2:1]([O:3][C:4]1[C:5]([F:30])=[C:6]([C:26]([F:29])=[CH:27][CH:28]=1)[O:7][C:8]1[CH:9]=[N:10][N:11]([CH:15]([CH2:19][CH:20]2[CH2:25][CH2:24][O:23][CH2:22][CH2:21]2)[C:16](O)=[O:17])[C:12](=[O:14])[CH:13]=1)[CH3:2].[CH3:31][C:32]1([CH3:44])[O:36][C@H:35]([CH2:37][N:38]2[CH:42]=[CH:41][C:40]([NH2:43])=[N:39]2)[CH2:34][O:33]1. (7) Given the product [C:1]([O:4][C:5]1[CH:6]=[C:7]2[C:12](=[CH:13][CH:14]=1)[CH:11]=[C:10]([C:15]([N:18]1[CH2:23][CH2:22][CH:21]([C:24]([O:26][CH3:27])=[O:25])[CH2:20][CH2:19]1)=[O:17])[CH:9]=[CH:8]2)(=[O:3])[CH3:2], predict the reactants needed to synthesize it. The reactants are: [C:1]([O:4][C:5]1[CH:6]=[C:7]2[C:12](=[CH:13][CH:14]=1)[CH:11]=[C:10]([C:15]([OH:17])=O)[CH:9]=[CH:8]2)(=[O:3])[CH3:2].[NH:18]1[CH2:23][CH2:22][CH:21]([C:24]([O:26][CH3:27])=[O:25])[CH2:20][CH2:19]1.CN(C(ON1N=NC2C=CC=CC1=2)=[N+](C)C)C.F[P-](F)(F)(F)(F)F.